Dataset: Reaction yield outcomes from USPTO patents with 853,638 reactions. Task: Predict the reaction yield, written as a fraction of the theoretical maximum amount of product (1.0 means a 100% yield; for example, 0.34 means a 34% yield). (1) The reactants are [F:1][C:2]1[CH:3]=[C:4]([N:9]2[C:14](=[O:15])[C:13]([O:16][CH2:17][C:18]([OH:21])([CH3:20])[CH3:19])=[C:12]([C:22]3[CH:27]=[CH:26][C:25]([S:28](C)(=[O:30])=[O:29])=[CH:24][CH:23]=3)[CH:11]=[N:10]2)[CH:5]=[CH:6][C:7]=1[F:8].C[Si]([N-:36][Si](C)(C)C)(C)C.[Na+].[OH-].[Na+].O.O.O.C([O-])(=O)C.[Na+].NOS(O)(=O)=O. The catalyst is C1COCC1.O. The product is [F:1][C:2]1[CH:3]=[C:4]([N:9]2[C:14](=[O:15])[C:13]([O:16][CH2:17][C:18]([OH:21])([CH3:20])[CH3:19])=[C:12]([C:22]3[CH:27]=[CH:26][C:25]([S:28]([NH2:36])(=[O:30])=[O:29])=[CH:24][CH:23]=3)[CH:11]=[N:10]2)[CH:5]=[CH:6][C:7]=1[F:8]. The yield is 0.180. (2) The reactants are [H-].[Na+].[C:3]1([OH:9])[CH:8]=[CH:7][CH:6]=[CH:5][CH:4]=1.Br[C:11]1[C:12]([NH2:18])=[N:13][CH:14]=[C:15]([Br:17])[N:16]=1.C(OCC)(=O)C. The catalyst is C1COCC1. The product is [Br:17][C:15]1[N:16]=[C:11]([O:9][C:3]2[CH:8]=[CH:7][CH:6]=[CH:5][CH:4]=2)[C:12]([NH2:18])=[N:13][CH:14]=1. The yield is 0.646.